From a dataset of Forward reaction prediction with 1.9M reactions from USPTO patents (1976-2016). Predict the product of the given reaction. (1) The product is: [C:19]([O:23][C:24]([NH:26][C@:27]([CH3:32])([CH2:33][C:34]1[CH:35]=[CH:36][CH:37]=[CH:38][CH:39]=1)[C:28]([NH:30][NH:31][C:12]([C:9]1[C:8]2[CH:15]=[CH:16][CH:17]=[CH:18][C:7]=2[O:6][C:5]2[CH:4]=[CH:3][CH:2]=[CH:1][C:11]=2[CH:10]=1)=[O:13])=[O:29])=[O:25])([CH3:20])([CH3:21])[CH3:22]. Given the reactants [CH:1]1[C:11]2[CH:10]=[C:9]([C:12](O)=[O:13])[C:8]3[CH:15]=[CH:16][CH:17]=[CH:18][C:7]=3[O:6][C:5]=2[CH:4]=[CH:3][CH:2]=1.[C:19]([O:23][C:24]([NH:26][C@@:27]([CH2:33][C:34]1[CH:39]=[CH:38][CH:37]=[CH:36][CH:35]=1)([CH3:32])[C:28]([NH:30][NH2:31])=[O:29])=[O:25])([CH3:22])([CH3:21])[CH3:20].Cl.CN(C)CCCN=C=NCC.ON1C2N=CC=CC=2N=N1, predict the reaction product. (2) Given the reactants [F:1][C:2]1[C:7]([CH3:8])=[CH:6][CH:5]=[CH:4][C:3]=1[C@@:9]([NH:14]S(C(C)(C)C)=O)([CH2:11][CH:12]=[O:13])[CH3:10].Cl.[C:22]([O-:25])(O)=O.[Na+].[CH3:27]O, predict the reaction product. The product is: [F:1][C:2]1[C:7]([CH3:8])=[CH:6][CH:5]=[CH:4][C:3]=1[C@@:9]([NH2:14])([CH2:11][CH:12]([O:13][CH3:27])[O:25][CH3:22])[CH3:10]. (3) Given the reactants [SH:1][C:2]1[S:3][C:4]2[CH2:14][CH2:13][C:12]3[C:7](=[CH:8][CH:9]=[CH:10][C:11]=3[O:15][CH2:16][CH2:17][C:18]([O:20]CC)=[O:19])[C:5]=2[N:6]=1.[C:23]1([CH:29]([C:32]2[CH:37]=[CH:36][CH:35]=[CH:34][CH:33]=2)[CH2:30]I)[CH:28]=[CH:27][CH:26]=[CH:25][CH:24]=1, predict the reaction product. The product is: [C:23]1([CH:29]([C:32]2[CH:33]=[CH:34][CH:35]=[CH:36][CH:37]=2)[CH2:30][S:1][C:2]2[S:3][C:4]3[CH2:14][CH2:13][C:12]4[C:7](=[CH:8][CH:9]=[CH:10][C:11]=4[O:15][CH2:16][CH2:17][C:18]([OH:20])=[O:19])[C:5]=3[N:6]=2)[CH:28]=[CH:27][CH:26]=[CH:25][CH:24]=1. (4) Given the reactants [C:1]([NH:4][NH:5][C:6]([O:8][C:9]([CH3:12])([CH3:11])[CH3:10])=[O:7])(=[NH:3])[CH3:2].Br[CH2:14][C:15]([C:17]1[CH:22]=[CH:21][CH:20]=[CH:19][C:18]=1[F:23])=O.C(N(CC)C(C)C)(C)C, predict the reaction product. The product is: [F:23][C:18]1[CH:19]=[CH:20][CH:21]=[CH:22][C:17]=1[C:15]1[N:3]=[C:1]([CH3:2])[N:4]([NH:5][C:6](=[O:7])[O:8][C:9]([CH3:12])([CH3:11])[CH3:10])[CH:14]=1. (5) Given the reactants [NH2:1][CH2:2][C@@H:3]([NH:6][C:7](=[O:13])[O:8][C:9]([CH3:12])([CH3:11])[CH3:10])[CH2:4][CH3:5].C(N(CC)CC)C.Cl[C:22](=[O:27])[C:23]([O:25][CH3:26])=[O:24], predict the reaction product. The product is: [C:9]([O:8][C:7]([NH:6][C@@H:3]([CH2:4][CH3:5])[CH2:2][NH:1][C:22](=[O:27])[C:23]([O:25][CH3:26])=[O:24])=[O:13])([CH3:12])([CH3:11])[CH3:10]. (6) Given the reactants Br[C:2]1[CH:3]=[C:4]([CH:9]=[C:10]([S:12]([CH3:15])(=[O:14])=[O:13])[CH:11]=1)[C:5]([O:7]C)=[O:6].[CH:16]([O:18]CCCC)=[CH2:17].[CH:23]1C=CC(P(C2C=CC=CC=2)CCCP(C2C=CC=CC=2)C2C=CC=CC=2)=CC=1.C(=O)([O-])[O-].[K+].[K+].Cl, predict the reaction product. The product is: [CH3:23][C:3]1[C:2]([C:16](=[O:18])[CH3:17])=[CH:11][C:10]([S:12]([CH3:15])(=[O:14])=[O:13])=[CH:9][C:4]=1[C:5]([OH:7])=[O:6]. (7) Given the reactants [OH:1][CH:2]([CH2:6][CH3:7])[C:3]([OH:5])=[O:4].Br[CH:9]([CH3:13])[C:10](Br)=[O:11], predict the reaction product. The product is: [CH2:6]([CH:2]1[C:3](=[O:5])[O:4][CH:9]([CH3:13])[C:10](=[O:11])[O:1]1)[CH3:7].